This data is from Reaction yield outcomes from USPTO patents with 853,638 reactions. The task is: Predict the reaction yield, written as a fraction of the theoretical maximum amount of product (1.0 means a 100% yield; for example, 0.34 means a 34% yield). (1) The yield is 1.07. The product is [CH2:3]([N:10]1[CH2:15][CH2:14][N:13]([CH2:16][C:17]2[CH:22]=[CH:21][CH:20]=[CH:19][CH:18]=2)[CH2:12][CH:11]1[CH2:23][O:24][CH3:25])[C:4]1[CH:5]=[CH:6][CH:7]=[CH:8][CH:9]=1. The reactants are [H-].[Na+].[CH2:3]([N:10]1[CH2:15][CH2:14][N:13]([CH2:16][C:17]2[CH:22]=[CH:21][CH:20]=[CH:19][CH:18]=2)[CH2:12][CH:11]1[CH2:23][OH:24])[C:4]1[CH:9]=[CH:8][CH:7]=[CH:6][CH:5]=1.[CH3:25]I. The catalyst is CN(C=O)C.CCOCC. (2) The reactants are [CH3:1][C:2]([CH2:8][CH2:9][CH2:10][CH3:11])=[CH:3][CH2:4][C:5]([OH:7])=[O:6].[CH:12]1(N=C=NC2CCCCC2)CCCC[CH2:13]1.C(O)C. The catalyst is CN(C)C1C=CN=CC=1.ClCCl. The product is [CH3:1][C:2]([CH2:8][CH2:9][CH2:10][CH3:11])=[CH:3][CH2:4][C:5]([O:7][CH2:12][CH3:13])=[O:6]. The yield is 0.540. (3) The reactants are [Si]([O:8][CH2:9][C@@H:10]1[CH2:15][C:14]([C:16]2[N:17]=[C:18]([SH:21])[S:19][CH:20]=2)=[CH:13][CH2:12][N:11]1[C:22]([O:24][CH2:25][CH:26]=[CH2:27])=[O:23])(C(C)(C)C)(C)C.C1COCC1.O.C1(C)C=CC(S(O)(=O)=O)=CC=1. The catalyst is C(O)C. The product is [OH:8][CH2:9][C@@H:10]1[CH2:15][C:14]([C:16]2[N:17]=[C:18]([SH:21])[S:19][CH:20]=2)=[CH:13][CH2:12][N:11]1[C:22]([O:24][CH2:25][CH:26]=[CH2:27])=[O:23]. The yield is 0.550. (4) The reactants are [Cl:1][C:2]([Cl:31])([Cl:30])[CH2:3][O:4][C:5]([C@@H:7]1[CH2:12][CH2:11][CH2:10][N:9]([C:13](=[O:29])[C@@H:14](NC(OC(C)(C)C)=O)[CH2:15][N:16]2[CH:20]=[CH:19][CH:18]=[N:17]2)[NH:8]1)=[O:6].FC(F)(F)C(O)=O.C([N:42](CC)C(C)C)(C)C.[C:48]([O:52][C:53]([NH:55][C@H:56]([C:60]([OH:62])=O)[CH:57]([CH3:59])[CH3:58])=[O:54])([CH3:51])([CH3:50])[CH3:49].C[NH3+].F[P-](F)(F)(F)(F)F.N1(OC(N(C)C)=[N+](C)C)C2N=CC=CC=2N=N1.F[P-](F)(F)(F)(F)F. The catalyst is ClCCl.C(OCC)(=O)C. The product is [Cl:31][C:2]([Cl:30])([Cl:1])[CH2:3][O:4][C:5]([C@@H:7]1[CH2:12][CH2:11][CH2:10][N:9]([C:13](=[O:29])[C@@H:14]([NH:42][C:60](=[O:62])[C@@H:56]([NH:55][C:53]([O:52][C:48]([CH3:51])([CH3:50])[CH3:49])=[O:54])[CH:57]([CH3:59])[CH3:58])[CH2:15][N:16]2[CH:20]=[CH:19][CH:18]=[N:17]2)[NH:8]1)=[O:6]. The yield is 0.520. (5) The reactants are Br[CH2:2][C:3]([C:5]1[CH:10]=[CH:9][C:8]([CH3:11])=[CH:7][CH:6]=1)=O.[CH3:12][C:13]1[CH:14]=[CH:15][C:16]([NH2:19])=[N:17][CH:18]=1.C([O-])(O)=O.[Na+].O. The catalyst is CN(C)C=O. The product is [CH3:12][C:13]1[CH:14]=[CH:15][C:16]2[N:17]([CH:2]=[C:3]([C:5]3[CH:10]=[CH:9][C:8]([CH3:11])=[CH:7][CH:6]=3)[N:19]=2)[CH:18]=1. The yield is 0.700. (6) The reactants are [CH3:1][CH2:2][O:3][C:4](/[C:6](/Cl)=[N:7]\[OH:8])=[O:5].CCN(CC)CC.[Cl:17][C:18](Cl)=[CH2:19]. No catalyst specified. The product is [Cl:17][C:18]1[O:8][N:7]=[C:6]([C:4]([O:3][CH2:2][CH3:1])=[O:5])[CH:19]=1. The yield is 0.150. (7) The reactants are I[C:2]1[C:11]2[C:6](=[CH:7][CH:8]=[C:9]([O:12][C@H:13]3[CH2:18][CH2:17][C@@H:16]([CH3:19])[CH2:15][CH2:14]3)[CH:10]=2)[CH:5]=[CH:4][CH:3]=1.[Li]CCCC.CN([CH:28]=[O:29])C. The catalyst is C1COCC1. The product is [CH3:19][C@@H:16]1[CH2:17][CH2:18][C@H:13]([O:12][C:9]2[CH:10]=[C:11]3[C:6]([CH:5]=[CH:4][CH:3]=[C:2]3[CH:28]=[O:29])=[CH:7][CH:8]=2)[CH2:14][CH2:15]1. The yield is 0.600. (8) The reactants are [C:1]([O:5][C:6]([N:8]1[CH2:13][CH2:12][CH:11]([OH:14])[CH2:10][CH2:9]1)=[O:7])([CH3:4])([CH3:3])[CH3:2].[H-].[Na+].[CH3:17]I.O. The catalyst is CN(C)C=O.C(OCC)(=O)C. The product is [C:1]([O:5][C:6]([N:8]1[CH2:13][CH2:12][CH:11]([O:14][CH3:17])[CH2:10][CH2:9]1)=[O:7])([CH3:4])([CH3:2])[CH3:3]. The yield is 0.670. (9) The product is [ClH:47].[ClH:47].[CH3:1][N:2]([CH2:11][CH2:12][N:13]1[CH2:18][CH2:17][S:16][C:15]2[CH:19]=[C:20]([NH:23][C:24]([C:26]3[S:27][CH:28]=[CH:29][CH:30]=3)=[NH:25])[CH:21]=[CH:22][C:14]1=2)[CH2:3][C:4]([OH:6])=[O:5]. The reactants are [CH3:1][N:2]([CH2:11][CH2:12][N:13]1[CH2:18][CH2:17][S:16][C:15]2[CH:19]=[C:20]([NH:23][C:24]([C:26]3[S:27][CH:28]=[CH:29][CH:30]=3)=[NH:25])[CH:21]=[CH:22][C:14]1=2)[CH2:3][C:4]([O:6]C(C)(C)C)=[O:5].C1(OC)C=CC=CC=1.FC(F)(F)C(O)=O.C(Cl)[Cl:47]. No catalyst specified. The yield is 0.960. (10) The reactants are [Cl:1][C:2]1[N:7]2[N:8]=[C:9]([C:11]3[CH:16]=[CH:15][C:14]([F:17])=[CH:13][CH:12]=3)[CH:10]=[C:6]2[CH:5]=[CH:4][CH:3]=1.[Br:18]N1C(=O)CCC1=O.C(=O)(O)[O-].[Na+].CCOCC. The catalyst is O1CCCC1. The product is [Br:18][C:10]1[C:9]([C:11]2[CH:16]=[CH:15][C:14]([F:17])=[CH:13][CH:12]=2)=[N:8][N:7]2[C:2]([Cl:1])=[CH:3][CH:4]=[CH:5][C:6]=12. The yield is 0.870.